From a dataset of Peptide-MHC class I binding affinity with 185,985 pairs from IEDB/IMGT. Regression. Given a peptide amino acid sequence and an MHC pseudo amino acid sequence, predict their binding affinity value. This is MHC class I binding data. (1) The peptide sequence is MAGVEVRYI. The MHC is HLA-A68:02 with pseudo-sequence HLA-A68:02. The binding affinity (normalized) is 0.411. (2) The peptide sequence is LPVFATIGL. The MHC is HLA-A30:01 with pseudo-sequence HLA-A30:01. The binding affinity (normalized) is 0.0847. (3) The peptide sequence is LQYAMSLL. The MHC is H-2-Db with pseudo-sequence H-2-Db. The binding affinity (normalized) is 0.